Dataset: TCR-epitope binding with 47,182 pairs between 192 epitopes and 23,139 TCRs. Task: Binary Classification. Given a T-cell receptor sequence (or CDR3 region) and an epitope sequence, predict whether binding occurs between them. (1) The epitope is DATYQRTRALVR. The TCR CDR3 sequence is CASSQVASNQETQYF. Result: 1 (the TCR binds to the epitope). (2) The epitope is RLRAEAQVK. The TCR CDR3 sequence is CASSASSVQLLGDTQYF. Result: 1 (the TCR binds to the epitope).